Dataset: Reaction yield outcomes from USPTO patents with 853,638 reactions. Task: Predict the reaction yield, written as a fraction of the theoretical maximum amount of product (1.0 means a 100% yield; for example, 0.34 means a 34% yield). (1) The reactants are BrCCCCC(C)(C1C=CC(C)=CC=1)CO.[Br:17][CH2:18][CH2:19][CH2:20][CH2:21][CH2:22][C:23]([CH3:30])([CH3:29])[C:24](OCC)=[O:25].[Li+].[BH4-].CO. The catalyst is C(Cl)Cl. The product is [Br:17][CH2:18][CH2:19][CH2:20][CH2:21][CH2:22][C:23]([CH3:30])([CH3:29])[CH2:24][OH:25]. The yield is 0.980. (2) The reactants are C[O:2][C:3](=[O:42])[C:4]1[CH:9]=[CH:8][C:7]([NH:10][C:11](=[O:41])[CH2:12][N:13]2[CH2:17][C@@H:16]([CH2:18][C:19]([CH3:22])([CH3:21])[CH3:20])[C@@:15]([C:25]3[CH:30]=[CH:29][C:28]([Cl:31])=[CH:27][C:26]=3[F:32])([C:23]#[N:24])[C@H:14]2[C:33]2[CH:38]=[CH:37][CH:36]=[C:35]([Cl:39])[C:34]=2[F:40])=[CH:6][CH:5]=1.[Li+].[OH-]. The catalyst is C1COCC1.CO. The product is [Cl:39][C:35]1[C:34]([F:40])=[C:33]([C@@H:14]2[C@:15]([C:25]3[CH:30]=[CH:29][C:28]([Cl:31])=[CH:27][C:26]=3[F:32])([C:23]#[N:24])[C@H:16]([CH2:18][C:19]([CH3:22])([CH3:21])[CH3:20])[CH2:17][N:13]2[CH2:12][C:11]([NH:10][C:7]2[CH:6]=[CH:5][C:4]([C:3]([OH:42])=[O:2])=[CH:9][CH:8]=2)=[O:41])[CH:38]=[CH:37][CH:36]=1. The yield is 0.989. (3) The reactants are [O:1]1[CH2:6][CH2:5][CH:4]([C:7]([O:9]C)=[O:8])[CH2:3][CH2:2]1.[OH-].[Na+]. The catalyst is CO. The product is [O:1]1[CH2:6][CH2:5][CH:4]([C:7]([OH:9])=[O:8])[CH2:3][CH2:2]1. The yield is 0.920.